Dataset: Full USPTO retrosynthesis dataset with 1.9M reactions from patents (1976-2016). Task: Predict the reactants needed to synthesize the given product. (1) Given the product [CH3:1][C:2]1[CH:3]=[N:4][CH:5]=[CH:6][C:7]=1[C:16]#[N:17], predict the reactants needed to synthesize it. The reactants are: [CH3:1][C:2]1[CH:3]=[N+:4]([O-])[CH:5]=[CH:6][CH:7]=1.COS(OC)(=O)=O.[C-:16]#[N:17].[K+]. (2) The reactants are: [CH2:1]([C:8]1[CH:24]=[CH:23][C:11]2[S:12][C:13]([C:16]3[CH:21]=[CH:20][N:19]=[C:18]([NH2:22])[N:17]=3)=[C:14]([CH3:15])[C:10]=2[CH:9]=1)[C:2]1[CH:7]=[CH:6][CH:5]=[CH:4][CH:3]=1.[Br-].[CH3:26][O:27]C1C=CC(C[Zn+])=CC=1.[Br-].C([Zn+])C1C=CC=CC=1. Given the product [CH3:26][O:27][C:5]1[CH:4]=[CH:3][C:2]([CH2:1][C:8]2[CH:24]=[CH:23][C:11]3[S:12][C:13]([C:16]4[CH:21]=[CH:20][N:19]=[C:18]([NH2:22])[N:17]=4)=[C:14]([CH3:15])[C:10]=3[CH:9]=2)=[CH:7][CH:6]=1, predict the reactants needed to synthesize it.